The task is: Binary Classification. Given a drug SMILES string, predict its activity (active/inactive) in a high-throughput screening assay against a specified biological target.. This data is from M1 muscarinic receptor agonist screen with 61,833 compounds. (1) The compound is O=c1[nH]c(=O)n(c2ncn(CCCc3ccccc3)c12)C. The result is 0 (inactive). (2) The compound is FC(F)c1n2ncc(c2nc(C2CC2)c1)C(OCC)=O. The result is 0 (inactive). (3) The drug is S(CC(=O)N1CCN(CC1)C(=O)c1occc1)Cc1nc(oc1C)c1cc(OC)c(OC)cc1. The result is 0 (inactive). (4) The drug is Brc1ccc(C(=O)NCC(O)COc2ccc(OC)cc2)cc1. The result is 0 (inactive). (5) The molecule is Fc1cc(c2nn3c(N4CCC(O)CC4)c4CCCCc4nc3c2)ccc1. The result is 0 (inactive). (6) The compound is Clc1c(CSc2n(c3c(n(c(=O)n(c3=O)C)C)n2)C)cc2OCOc2c1. The result is 0 (inactive). (7) The drug is S(=O)(=O)(N(C)C)c1ccc(cc1)C(=O)Nc1oc(nn1)c1c(OC)cccc1. The result is 0 (inactive). (8) The drug is s1c2CCCCCc2c(c1NC(=O)COC(=O)c1cc(NC(=O)c2occc2)c(cc1)C)C#N. The result is 0 (inactive).